This data is from Full USPTO retrosynthesis dataset with 1.9M reactions from patents (1976-2016). The task is: Predict the reactants needed to synthesize the given product. (1) Given the product [F:13][C:14]1[CH:19]=[CH:18][C:17]([O:20][C:7]2[C:6]([F:9])=[CH:5][C:4]([N+:10]([O-:12])=[O:11])=[CH:3][C:2]=2[F:1])=[CH:16][CH:15]=1, predict the reactants needed to synthesize it. The reactants are: [F:1][C:2]1[CH:3]=[C:4]([N+:10]([O-:12])=[O:11])[CH:5]=[C:6]([F:9])[C:7]=1F.[F:13][C:14]1[CH:19]=[CH:18][C:17]([OH:20])=[CH:16][CH:15]=1.C([O-])([O-])=O.[Cs+].[Cs+]. (2) The reactants are: C(=O)([O-])[O-].[Cs+].[Cs+].C1C=CC(P(C2C(C3C(P(C4C=CC=CC=4)C4C=CC=CC=4)=CC=C4C=3C=CC=C4)=C3C(C=CC=C3)=CC=2)C2C=CC=CC=2)=CC=1.Br[C:54]1[CH:59]=[CH:58][C:57]([CH2:60][NH:61][C:62]([CH:64]2[CH2:69][CH2:68][CH2:67][CH:66]([NH:70][C:71]3[N:76]=[C:75]([CH3:77])[N:74]=[C:73]([NH:78][CH3:79])[N:72]=3)[CH2:65]2)=[O:63])=[C:56]([Cl:80])[CH:55]=1.[NH:81]1[CH2:86][CH2:85][CH2:84][CH2:83][CH2:82]1. Given the product [Cl:80][C:56]1[CH:55]=[C:54]([N:81]2[CH2:86][CH2:85][CH2:84][CH2:83][CH2:82]2)[CH:59]=[CH:58][C:57]=1[CH2:60][NH:61][C:62]([C@H:64]1[CH2:69][CH2:68][CH2:67][C@@H:66]([NH:70][C:71]2[N:76]=[C:75]([CH3:77])[N:74]=[C:73]([NH:78][CH3:79])[N:72]=2)[CH2:65]1)=[O:63], predict the reactants needed to synthesize it. (3) Given the product [CH:26]1([C:25]2[C:13]([O:12][CH2:11][CH:8]3[CH2:7][CH2:6][C:5](=[O:4])[CH2:10][CH2:9]3)=[CH:14][C:15]([F:29])=[C:16]([CH:24]=2)[C:17]([O:19][C:20]([CH3:21])([CH3:22])[CH3:23])=[O:18])[CH2:28][CH2:27]1, predict the reactants needed to synthesize it. The reactants are: O1[C:5]2([CH2:10][CH2:9][CH:8]([CH2:11][O:12][C:13]3[C:25]([CH:26]4[CH2:28][CH2:27]4)=[CH:24][C:16]([C:17]([O:19][C:20]([CH3:23])([CH3:22])[CH3:21])=[O:18])=[C:15]([F:29])[CH:14]=3)[CH2:7][CH2:6]2)[O:4]CC1.FC(F)(F)C(O)=O. (4) Given the product [Br:11][C:9]1[CH:8]=[C:4]([C:5](=[O:7])[CH3:14])[CH:3]=[C:2]([Br:1])[CH:10]=1, predict the reactants needed to synthesize it. The reactants are: [Br:1][C:2]1[CH:3]=[C:4]([CH:8]=[C:9]([Br:11])[CH:10]=1)[C:5]([OH:7])=O.C[Li].[CH3:14]COC(C)=O.Cl. (5) Given the product [N:27]1[CH:32]=[CH:31][CH:30]=[C:29]([C:2]2[CH:3]=[C:4]3[C:10]([CH:11]=[O:12])=[N:9][N:8]([CH:13]4[CH2:18][CH2:17][CH2:16][CH2:15][O:14]4)[C:5]3=[N:6][CH:7]=2)[CH:28]=1, predict the reactants needed to synthesize it. The reactants are: Br[C:2]1[CH:3]=[C:4]2[C:10]([CH:11]=[O:12])=[N:9][N:8]([CH:13]3[CH2:18][CH2:17][CH2:16][CH2:15][O:14]3)[C:5]2=[N:6][CH:7]=1.[O-]P([O-])([O-])=O.[K+].[K+].[K+].[N:27]1[CH:32]=[CH:31][CH:30]=[C:29](B(O)O)[CH:28]=1. (6) Given the product [F:1][C:2]1[CH:3]=[CH:4][C:5]([O:20][CH2:21][C:22]2[CH:27]=[CH:26][C:25]([C:28]3[CH:29]=[CH:30][C:31]([C:34]([F:35])([F:36])[F:37])=[CH:32][CH:33]=3)=[CH:24][CH:23]=2)=[C:6]([CH2:8][CH2:9][NH:10][CH2:11][CH2:12][CH2:13][CH2:14][C:15]([OH:17])=[O:16])[CH:7]=1, predict the reactants needed to synthesize it. The reactants are: [F:1][C:2]1[CH:3]=[CH:4][C:5]([O:20][CH2:21][C:22]2[CH:27]=[CH:26][C:25]([C:28]3[CH:33]=[CH:32][C:31]([C:34]([F:37])([F:36])[F:35])=[CH:30][CH:29]=3)=[CH:24][CH:23]=2)=[C:6]([CH2:8][CH2:9][NH:10][CH2:11][CH2:12][CH2:13][CH2:14][C:15]([O:17]CC)=[O:16])[CH:7]=1.Cl.O.C(=O)(O)[O-].[Na+]. (7) The reactants are: [CH3:1][Mg]Br.[C:4]([C:7]1[N:8]([CH2:23][C:24]2[CH:25]=[N:26][C:27]([Cl:32])=[C:28]([CH2:30][OH:31])[CH:29]=2)[C:9]([CH3:22])=[C:10]([C:14]2[CH:19]=[CH:18][C:17]([C:20]#[N:21])=[CH:16][CH:15]=2)[C:11]=1[C:12]#[N:13])(=[O:6])[CH3:5].[Cl-].[Na+]. Given the product [Cl:32][C:27]1[N:26]=[CH:25][C:24]([CH2:23][N:8]2[C:9]([CH3:22])=[C:10]([C:14]3[CH:15]=[CH:16][C:17]([C:20]#[N:21])=[CH:18][CH:19]=3)[C:11]([C:12]#[N:13])=[C:7]2[C:4]([OH:6])([CH3:1])[CH3:5])=[CH:29][C:28]=1[CH2:30][OH:31], predict the reactants needed to synthesize it. (8) Given the product [CH2:6]([O:8][C:9](=[O:38])[C@H:10]([CH2:30][CH2:31][C:32]1[CH:37]=[CH:36][CH:35]=[CH:34][CH:33]=1)[NH:11][C:12]([C:14]1([NH:19][C:20](=[O:29])[C@@H:21]([S:3][C:1](=[O:4])[CH3:2])[CH:22]2[CH2:23][CH2:24][O:25][CH2:26][CH2:27]2)[CH2:18][CH2:17][CH2:16][CH2:15]1)=[O:13])[CH3:7], predict the reactants needed to synthesize it. The reactants are: [C:1]([O-:4])(=[S:3])[CH3:2].[K+].[CH2:6]([O:8][C:9](=[O:38])[C@H:10]([CH2:30][CH2:31][C:32]1[CH:37]=[CH:36][CH:35]=[CH:34][CH:33]=1)[NH:11][C:12]([C:14]1([NH:19][C:20](=[O:29])[C@H:21](Br)[CH:22]2[CH2:27][CH2:26][O:25][CH2:24][CH2:23]2)[CH2:18][CH2:17][CH2:16][CH2:15]1)=[O:13])[CH3:7]. (9) Given the product [CH2:4]([C:6]1[CH:60]=[CH:59][C:9]([CH2:10][N:11]2[C:19]3[C:14](=[CH:15][CH:16]=[CH:17][CH:18]=3)[C:13]([C@@H:20]3[CH2:25][C@H:24]([CH2:26][OH:27])[C@@H:23]([OH:35])[C@H:22]([OH:43])[C@H:21]3[OH:51])=[CH:12]2)=[CH:8][CH:7]=1)[CH3:5], predict the reactants needed to synthesize it. The reactants are: CSC.[CH2:4]([C:6]1[CH:60]=[CH:59][C:9]([CH2:10][N:11]2[C:19]3[C:14](=[CH:15][CH:16]=[CH:17][CH:18]=3)[C:13]([C@@H:20]3[CH2:25][C@H:24]([CH2:26][O:27]CC4C=CC=CC=4)[C@@H:23]([O:35]CC4C=CC=CC=4)[C@H:22]([O:43]CC4C=CC=CC=4)[C@H:21]3[O:51]CC3C=CC=CC=3)=[CH:12]2)=[CH:8][CH:7]=1)[CH3:5].O.